This data is from Reaction yield outcomes from USPTO patents with 853,638 reactions. The task is: Predict the reaction yield, written as a fraction of the theoretical maximum amount of product (1.0 means a 100% yield; for example, 0.34 means a 34% yield). (1) The reactants are S(Cl)([Cl:3])=O.[OH:5][C:6]1[CH:18]=[CH:17][C:9]([CH2:10][C@@:11]([NH2:16])([CH3:15])[C:12]([OH:14])=[O:13])=[CH:8][CH:7]=1.[CH3:19]O. No catalyst specified. The product is [ClH:3].[OH:5][C:6]1[CH:7]=[CH:8][C:9]([CH2:10][C@@:11]([NH2:16])([CH3:15])[C:12]([O:14][CH3:19])=[O:13])=[CH:17][CH:18]=1. The yield is 0.820. (2) The yield is 0.937. The catalyst is C(Cl)(Cl)(Cl)Cl. The reactants are [NH2:1][C:2]1[S:3][CH:4]=[C:5]([C:7]([CH3:10])([CH3:9])[CH3:8])[N:6]=1.[Br:11]N1C(=O)CCC1=O.CCCCCC. The product is [NH2:1][CH:2]1[N:6]([Br:11])[C:5]([C:7]([CH3:10])([CH3:9])[CH3:8])=[CH:4][S:3]1.